This data is from Catalyst prediction with 721,799 reactions and 888 catalyst types from USPTO. The task is: Predict which catalyst facilitates the given reaction. (1) Reactant: C([NH:20][CH2:21][CH2:22][NH:23][CH2:24][CH2:25][CH2:26][CH2:27][CH2:28][CH2:29][NH:30][CH2:31][CH2:32][NH:33]C(C1C=CC=CC=1)(C1C=CC=CC=1)C1C=CC=CC=1)(C1C=CC=CC=1)(C1C=CC=CC=1)C1C=CC=CC=1. Product: [NH2:33][CH2:32][CH2:31][NH:30][CH2:29][CH2:28][CH2:27][CH2:26][CH2:25][CH2:24][NH:23][CH2:22][CH2:21][NH2:20]. The catalyst class is: 33. (2) Reactant: [C:1](O)(=[O:8])[C:2]1[CH:7]=[CH:6][CH:5]=[CH:4][CH:3]=1.[NH2:10][CH2:11][CH2:12][CH:13]([C:21]1[CH:30]=[CH:29][C:24]([C:25]([NH:27][CH3:28])=[O:26])=[CH:23][CH:22]=1)[C:14]1[CH:19]=[CH:18][C:17]([F:20])=[CH:16][CH:15]=1.C1C=CC2N(O)N=NC=2C=1.C(Cl)CCl.C(N(C(C)C)CC)(C)C. Product: [C:1]([NH:10][CH2:11][CH2:12][CH:13]([C:21]1[CH:30]=[CH:29][C:24]([C:25]([NH:27][CH3:28])=[O:26])=[CH:23][CH:22]=1)[C:14]1[CH:15]=[CH:16][C:17]([F:20])=[CH:18][CH:19]=1)(=[O:8])[C:2]1[CH:7]=[CH:6][CH:5]=[CH:4][CH:3]=1. The catalyst class is: 18. (3) Reactant: [O-][Mn](=O)(=O)=O.[K+].[N+:7]([O-:22])([O:9][CH2:10][CH2:11][CH2:12][O:13][C:14]1[CH:19]=[CH:18][C:17]([CH:20]=[O:21])=[CH:16][CH:15]=1)=[O:8].CC[O:25]C(C)=O.C(O)(=O)C(O)=O. Product: [N+:7]([O:9][CH2:10][CH2:11][CH2:12][O:13][C:14]1[CH:19]=[CH:18][C:17]([C:20]([OH:25])=[O:21])=[CH:16][CH:15]=1)([O-:22])=[O:8]. The catalyst class is: 21. (4) Reactant: C(OC([N:8]1[CH2:13][CH2:12][CH2:11][CH:10]([NH:14][C:15]2[CH:20]=[CH:19][C:18]([C:21]#[N:22])=[CH:17][N:16]=2)[CH2:9]1)=O)(C)(C)C.[ClH:23]. Product: [ClH:23].[NH:8]1[CH2:13][CH2:12][CH2:11][CH:10]([NH:14][C:15]2[N:16]=[CH:17][C:18]([C:21]#[N:22])=[CH:19][CH:20]=2)[CH2:9]1. The catalyst class is: 12. (5) Product: [NH:35]1[CH:36]=[CH:37][N:38]=[C:34]1[C:32](=[O:33])/[C:31](/[CH3:43])=[CH:30]/[C@@H:29]([N:27]([CH3:28])[C:26](=[O:47])[C@@H:21]([NH:20][C:19](=[O:48])[C@@H:9]([NH:7][CH3:6])[C:10]([CH3:11])([C:12]1[CH:13]=[CH:14][CH:15]=[CH:16][CH:17]=1)[CH3:18])[C:22]([CH3:23])([CH3:25])[CH3:24])[CH:44]([CH3:46])[CH3:45]. The catalyst class is: 4. Reactant: C(O[C:6](=O)[N:7]([CH:9]([C:19](=[O:48])[NH:20][CH:21]([C:26](=[O:47])[N:27]([CH:29]([CH:44]([CH3:46])[CH3:45])[CH:30]=[C:31]([CH3:43])[C:32]([C:34]1[N:35](COCC)[CH:36]=[CH:37][N:38]=1)=[O:33])[CH3:28])[C:22]([CH3:25])([CH3:24])[CH3:23])[C:10]([CH3:18])([C:12]1[CH:17]=[CH:16][CH:15]=[CH:14][CH:13]=1)[CH3:11])C)(C)(C)C.FC(F)(F)C(O)=O. (6) Reactant: [N:1]([CH2:4][C@@H:5]([NH:13][C:14](=[O:20])[O:15][C:16]([CH3:19])([CH3:18])[CH3:17])[CH2:6][CH:7]1[CH2:12][CH2:11][CH2:10][CH2:9][CH2:8]1)=[N+]=[N-]. Product: [NH2:1][CH2:4][C@@H:5]([NH:13][C:14](=[O:20])[O:15][C:16]([CH3:18])([CH3:17])[CH3:19])[CH2:6][CH:7]1[CH2:12][CH2:11][CH2:10][CH2:9][CH2:8]1. The catalyst class is: 19. (7) Reactant: O[C:2]1([O:9][CH2:10][CH3:11])[CH:7]=[CH:6][C:5](O)=[CH:4][CH2:3]1.BrCC[CH2:15][CH2:16]Cl.C(=O)([O-])[O-].[K+].[K+].[CH3:24][O:25][C:26]1[CH:31]=[CH:30][CH:29]=[CH:28][C:27]=1[N:32]1[CH2:37][CH2:36][NH:35][CH2:34][CH2:33]1.C(=O)([O-])[O-].[Na+].[Na+].[I-].[K+].[NH:46]1[CH:50]=[CH:49][N:48]=[CH:47]1.[C:51]1(P(C2C=CC=CC=2)C2C=CC=CC=2)C=CC=C[CH:52]=1.N(C(OC(C)C)=O)=NC(OC(C)C)=O. Product: [N:46]1([CH2:51][CH2:52][C:5]2[CH:6]=[CH:7][C:2]([O:9][CH2:10][CH2:11][CH2:15][CH2:16][N:35]3[CH2:36][CH2:37][N:32]([C:27]4[CH:28]=[CH:29][CH:30]=[CH:31][C:26]=4[O:25][CH3:24])[CH2:33][CH2:34]3)=[CH:3][CH:4]=2)[CH:50]=[CH:49][N:48]=[CH:47]1. The catalyst class is: 21. (8) Reactant: [CH3:1][C:2]1[CH:3]=[C:4]2[C:8](=[CH:9][CH:10]=1)[N:7](CC(CC=C)C#N)[CH:6]=[CH:5]2.[H-].[H-].[H-].[H-].[Li+].[Al+3].C(O[CH2:28][CH3:29])(=O)C. Product: [CH3:1][C:2]1[CH:3]=[C:4]2[C:8](=[CH:9][CH:10]=1)[NH:7][C:6]([CH2:3][CH:4]([CH2:5][CH:28]=[CH2:29])[CH2:8][NH2:7])=[CH:5]2. The catalyst class is: 1. (9) Reactant: [N+:1]([C:4]1[CH:13]=[C:12]2[C:7]([CH:8]=[CH:9][C:10](N)=[CH:11]2)=[CH:6][CH:5]=1)([O-:3])=[O:2].N([O-])=O.[Na+].[I-:19].[I-].[K+]. Product: [I:19][C:10]1[CH:9]=[CH:8][C:7]2[C:12](=[CH:13][C:4]([N+:1]([O-:3])=[O:2])=[CH:5][CH:6]=2)[CH:11]=1. The catalyst class is: 126.